Predict the reactants needed to synthesize the given product. From a dataset of Full USPTO retrosynthesis dataset with 1.9M reactions from patents (1976-2016). (1) Given the product [F:21][C:16]1[C:15]([C:13]2[N:12]([S:22]([C:25]3[CH:26]=[N:27][C:28]([CH3:31])=[CH:29][CH:30]=3)(=[O:23])=[O:24])[CH:11]=[C:10]([CH2:9][NH:7][CH3:6])[CH:14]=2)=[CH:20][CH:19]=[CH:18][N:17]=1, predict the reactants needed to synthesize it. The reactants are: C(O[C:6](=O)[N:7]([CH2:9][C:10]1[CH:14]=[C:13]([C:15]2[C:16]([F:21])=[N:17][CH:18]=[CH:19][CH:20]=2)[N:12]([S:22]([C:25]2[CH:26]=[N:27][C:28]([CH3:31])=[CH:29][CH:30]=2)(=[O:24])=[O:23])[CH:11]=1)C)(C)(C)C.C(OCC)(=O)C.Cl. (2) Given the product [CH2:1]([O:3][C:4]1[CH:5]=[C:6]([F:22])[C:7]([CH2:8][N:9]2[C:13]3[CH2:14][CH2:15][CH2:16][C:12]=3[C:11]([C:17](=[NH:31])[NH2:18])=[N:10]2)=[C:19]([F:21])[CH:20]=1)[CH3:2], predict the reactants needed to synthesize it. The reactants are: [CH2:1]([O:3][C:4]1[CH:20]=[C:19]([F:21])[C:7]([CH2:8][N:9]2[C:13]3[CH2:14][CH2:15][CH2:16][C:12]=3[C:11]([C:17]#[N:18])=[N:10]2)=[C:6]([F:22])[CH:5]=1)[CH3:2].C[O-].[Na+].C(O)(=O)C.[Cl-].[NH4+:31]. (3) Given the product [CH3:1][CH2:2][C@@H:3]([C@H:5]([NH:90][C:91]([C@H:93]1[N:97]([C:98]([CH2:100][NH:101][C:102]([C@@H:104]([NH:112][C:113]([C@@H:115]([NH:120][C:121]([C@@H:123]([NH:128][C:129]([C@@H:131]([NH:134][C:135]([C@@H:137]([NH:140][C:141]([C@@H:143]([NH:150][C:151]([C@@H:153]([NH:157][C:158]([C@@H:160]([NH:165][C:166]([C@@H:168]([NH:176][C:177]([C@@H:179]([NH:184][C:185]([C@@H:187]([NH:189][C:190]([C@@H:192]([NH:197][C:198]([C@@H:200]([NH:208][C:209]([C@@H:211]([NH:217][C:218]([C@@H:220]([NH:224][C:225]([C@@H:227]([NH:229][C:230]([C@H:232]2[NH:256][C:254](=[O:255])[C@H:253]([C@H:257]([OH:259])[CH3:258])[NH:252][C:250](=[O:251])[C@H:249]([CH3:260])[NH:248][C:246](=[O:247])[C@H:245]([C@H:261]([OH:263])[CH3:262])[NH:244][C:242](=[O:243])[C@H:241]([CH2:264][C:265]([NH2:267])=[O:266])[NH:240][C:238](=[O:239])[C@@H:237]([NH:268][C:269]([C@@H:271]([NH2:277])[CH2:272][CH2:273][CH2:274][CH2:275][NH2:276])=[O:270])[CH2:236][S:235][S:234][CH2:233]2)=[O:231])[CH3:228])=[O:226])[C@H:221]([OH:223])[CH3:222])=[O:219])[CH2:212][CH2:213][C:214]([NH2:216])=[O:215])=[O:210])[CH2:201][CH2:202][CH2:203][NH:204][C:205]([NH2:207])=[NH:206])=[O:199])[CH2:193][CH:194]([CH3:195])[CH3:196])=[O:191])[CH3:188])=[O:186])[CH2:180][C:181]([NH2:183])=[O:182])=[O:178])[CH2:169][C:170]2[CH:171]=[CH:172][CH:173]=[CH:174][CH:175]=2)=[O:167])[CH2:161][CH:162]([CH3:164])[CH3:163])=[O:159])[CH:154]([CH3:156])[CH3:155])=[O:152])[CH2:144][C:145]2[N:149]=[CH:148][NH:147][CH:146]=2)=[O:142])[CH2:138][OH:139])=[O:136])[CH2:132][OH:133])=[O:130])[CH2:124][C:125]([NH2:127])=[O:126])=[O:122])[CH2:116][C:117]([NH2:119])=[O:118])=[O:114])[CH2:105][C:106]2[CH:107]=[CH:108][CH:109]=[CH:110][CH:111]=2)=[O:103])=[O:99])[CH2:96][CH2:95][CH2:94]1)=[O:92])[C:6]([NH:8][C@H:9]([C:14]([N:16]1[C@H:20]([C:21]([N:23]2[C@H:27]([C:28]([NH:30][C@H:31]([C:35]([NH:37][C@H:38]([C:43]([NH:45][C@H:46]([C:50]([NH:52][CH2:53][C:54]([NH:56][C@H:57]([C:60]([NH:62][C@H:63]([C:68]([NH:70][C@H:71]([C:75]([NH:77][C@H:78]([C:87]([NH2:89])=[O:88])[CH2:79][C:80]3[CH:81]=[CH:82][C:83]([OH:86])=[CH:84][CH:85]=3)=[O:76])[C@H:72]([OH:74])[CH3:73])=[O:69])[CH2:64][C:65]([NH2:67])=[O:66])=[O:61])[CH2:58][OH:59])=[O:55])=[O:51])[CH:47]([CH3:48])[CH3:49])=[O:44])[CH2:39][C:40]([NH2:42])=[O:41])=[O:36])[C@H:32]([OH:34])[CH3:33])=[O:29])[CH2:26][CH2:25][CH2:24]2)=[O:22])[CH2:19][CH2:18][CH2:17]1)=[O:15])[CH2:10][CH:11]([CH3:13])[CH3:12])=[O:7])[CH3:4].[C:280]([O-:282])(=[O:281])[CH3:279], predict the reactants needed to synthesize it. The reactants are: [CH3:1][CH2:2][C@@H:3]([C@H:5]([NH:90][C:91]([C@H:93]1[N:97]([C:98]([CH2:100][NH:101][C:102]([C@@H:104]([NH:112][C:113]([C@@H:115]([NH:120][C:121]([C@@H:123]([NH:128][C:129]([C@@H:131]([NH:134][C:135]([C@@H:137]([NH:140][C:141]([C@@H:143]([NH:150][C:151]([C@@H:153]([NH:157][C:158]([C@@H:160]([NH:165][C:166]([C@@H:168]([NH:176][C:177]([C@@H:179]([NH:184][C:185]([C@@H:187]([NH:189][C:190]([C@@H:192]([NH:197][C:198]([C@@H:200]([NH:208][C:209]([C@@H:211]([NH:217][C:218]([C@@H:220]([NH:224][C:225]([C@@H:227]([NH:229][C:230]([C@H:232]2[NH:256][C:254](=[O:255])[C@H:253]([C@H:257]([OH:259])[CH3:258])[NH:252][C:250](=[O:251])[C@H:249]([CH3:260])[NH:248][C:246](=[O:247])[C@H:245]([C@H:261]([OH:263])[CH3:262])[NH:244][C:242](=[O:243])[C@H:241]([CH2:264][C:265]([NH2:267])=[O:266])[NH:240][C:238](=[O:239])[C@@H:237]([NH:268][C:269]([C@@H:271]([NH2:277])[CH2:272][CH2:273][CH2:274][CH2:275][NH2:276])=[O:270])[CH2:236][S:235][S:234][CH2:233]2)=[O:231])[CH3:228])=[O:226])[C@H:221]([OH:223])[CH3:222])=[O:219])[CH2:212][CH2:213][C:214]([NH2:216])=[O:215])=[O:210])[CH2:201][CH2:202][CH2:203][NH:204][C:205]([NH2:207])=[NH:206])=[O:199])[CH2:193][CH:194]([CH3:196])[CH3:195])=[O:191])[CH3:188])=[O:186])[CH2:180][C:181]([NH2:183])=[O:182])=[O:178])[CH2:169][C:170]2[CH:171]=[CH:172][CH:173]=[CH:174][CH:175]=2)=[O:167])[CH2:161][CH:162]([CH3:164])[CH3:163])=[O:159])[CH:154]([CH3:156])[CH3:155])=[O:152])[CH2:144][C:145]2[N:149]=[CH:148][NH:147][CH:146]=2)=[O:142])[CH2:138][OH:139])=[O:136])[CH2:132][OH:133])=[O:130])[CH2:124][C:125]([NH2:127])=[O:126])=[O:122])[CH2:116][C:117]([NH2:119])=[O:118])=[O:114])[CH2:105][C:106]2[CH:107]=[CH:108][CH:109]=[CH:110][CH:111]=2)=[O:103])=[O:99])[CH2:96][CH2:95][CH2:94]1)=[O:92])[C:6]([NH:8][C@H:9]([C:14]([N:16]1[C@H:20]([C:21]([N:23]2[C@H:27]([C:28]([NH:30][C@H:31]([C:35]([NH:37][C@H:38]([C:43]([NH:45][C@H:46]([C:50]([NH:52][CH2:53][C:54]([NH:56][C@H:57]([C:60]([NH:62][C@H:63]([C:68]([NH:70][C@H:71]([C:75]([NH:77][C@H:78]([C:87]([NH2:89])=[O:88])[CH2:79][C:80]3[CH:81]=[CH:82][C:83]([OH:86])=[CH:84][CH:85]=3)=[O:76])[C@H:72]([OH:74])[CH3:73])=[O:69])[CH2:64][C:65]([NH2:67])=[O:66])=[O:61])[CH2:58][OH:59])=[O:55])=[O:51])[CH:47]([CH3:49])[CH3:48])=[O:44])[CH2:39][C:40]([NH2:42])=[O:41])=[O:36])[C@H:32]([OH:34])[CH3:33])=[O:29])[CH2:26][CH2:25][CH2:24]2)=[O:22])[CH2:19][CH2:18][CH2:17]1)=[O:15])[CH2:10][CH:11]([CH3:13])[CH3:12])=[O:7])[CH3:4].F[C:279](F)(F)[C:280]([O-:282])=[O:281].C(O)(C(F)(F)F)=O.C([O-])(=O)C.